Dataset: NCI-60 drug combinations with 297,098 pairs across 59 cell lines. Task: Regression. Given two drug SMILES strings and cell line genomic features, predict the synergy score measuring deviation from expected non-interaction effect. (1) Drug 1: C1CN1C2=NC(=NC(=N2)N3CC3)N4CC4. Drug 2: C(CCl)NC(=O)N(CCCl)N=O. Cell line: RPMI-8226. Synergy scores: CSS=28.3, Synergy_ZIP=-2.72, Synergy_Bliss=1.82, Synergy_Loewe=-7.12, Synergy_HSA=2.12. (2) Drug 1: C1C(C(OC1N2C=NC3=C(N=C(N=C32)Cl)N)CO)O. Drug 2: CC1=C(C(=O)C2=C(C1=O)N3CC4C(C3(C2COC(=O)N)OC)N4)N. Cell line: 786-0. Synergy scores: CSS=29.5, Synergy_ZIP=-7.97, Synergy_Bliss=0.0476, Synergy_Loewe=0.739, Synergy_HSA=-0.0702. (3) Drug 1: CC1OCC2C(O1)C(C(C(O2)OC3C4COC(=O)C4C(C5=CC6=C(C=C35)OCO6)C7=CC(=C(C(=C7)OC)O)OC)O)O. Drug 2: C1=CC(=CC=C1CC(C(=O)O)N)N(CCCl)CCCl.Cl. Cell line: RXF 393. Synergy scores: CSS=34.9, Synergy_ZIP=2.14, Synergy_Bliss=8.13, Synergy_Loewe=3.59, Synergy_HSA=9.69. (4) Drug 1: C1CC(=O)NC(=O)C1N2CC3=C(C2=O)C=CC=C3N. Drug 2: C1CCC(C(C1)N)N.C(=O)(C(=O)[O-])[O-].[Pt+4]. Cell line: BT-549. Synergy scores: CSS=4.09, Synergy_ZIP=-4.58, Synergy_Bliss=-2.54, Synergy_Loewe=-1.97, Synergy_HSA=-1.69. (5) Drug 1: CC1C(C(CC(O1)OC2CC(CC3=C2C(=C4C(=C3O)C(=O)C5=C(C4=O)C(=CC=C5)OC)O)(C(=O)C)O)N)O.Cl. Drug 2: CC1C(C(CC(O1)OC2CC(CC3=C2C(=C4C(=C3O)C(=O)C5=C(C4=O)C(=CC=C5)OC)O)(C(=O)CO)O)N)O.Cl. Cell line: M14. Synergy scores: CSS=53.0, Synergy_ZIP=2.13, Synergy_Bliss=5.37, Synergy_Loewe=4.08, Synergy_HSA=5.87. (6) Drug 1: C1=CC(=CC=C1CCC2=CNC3=C2C(=O)NC(=N3)N)C(=O)NC(CCC(=O)O)C(=O)O. Drug 2: C1CC(C1)(C(=O)O)C(=O)O.[NH2-].[NH2-].[Pt+2]. Cell line: RXF 393. Synergy scores: CSS=41.4, Synergy_ZIP=-7.34, Synergy_Bliss=-5.21, Synergy_Loewe=-2.41, Synergy_HSA=-1.65. (7) Drug 1: CC1=C(C=C(C=C1)NC2=NC=CC(=N2)N(C)C3=CC4=NN(C(=C4C=C3)C)C)S(=O)(=O)N.Cl. Drug 2: CS(=O)(=O)OCCCCOS(=O)(=O)C. Cell line: UACC-257. Synergy scores: CSS=-8.02, Synergy_ZIP=2.53, Synergy_Bliss=-3.11, Synergy_Loewe=-9.40, Synergy_HSA=-8.05. (8) Drug 1: CC1=C(N=C(N=C1N)C(CC(=O)N)NCC(C(=O)N)N)C(=O)NC(C(C2=CN=CN2)OC3C(C(C(C(O3)CO)O)O)OC4C(C(C(C(O4)CO)O)OC(=O)N)O)C(=O)NC(C)C(C(C)C(=O)NC(C(C)O)C(=O)NCCC5=NC(=CS5)C6=NC(=CS6)C(=O)NCCC[S+](C)C)O. Drug 2: COC1=C2C(=CC3=C1OC=C3)C=CC(=O)O2. Cell line: NCI-H226. Synergy scores: CSS=16.3, Synergy_ZIP=-6.37, Synergy_Bliss=4.17, Synergy_Loewe=-5.02, Synergy_HSA=4.20. (9) Drug 1: CC(CN1CC(=O)NC(=O)C1)N2CC(=O)NC(=O)C2. Drug 2: CN1C2=C(C=C(C=C2)N(CCCl)CCCl)N=C1CCCC(=O)O.Cl. Cell line: MDA-MB-435. Synergy scores: CSS=-0.0795, Synergy_ZIP=-1.74, Synergy_Bliss=-0.515, Synergy_Loewe=-8.59, Synergy_HSA=-3.70.